Predict the product of the given reaction. From a dataset of Forward reaction prediction with 1.9M reactions from USPTO patents (1976-2016). (1) Given the reactants [NH2:1][C:2]1[N:7]=[CH:6][N:5]=[C:4]2[N:8]([CH2:21][CH2:22][NH:23][CH2:24][C:25]3[CH:30]=[CH:29][CH:28]=[CH:27][CH:26]=3)[N:9]=[C:10]([C:11]3[CH:12]=[C:13]([OH:20])[C:14]([F:19])=[C:15]([CH:18]=3)[C:16]#[N:17])[C:3]=12.[C:31](Cl)(=[O:34])[CH:32]=[CH2:33], predict the reaction product. The product is: [NH2:1][C:2]1[N:7]=[CH:6][N:5]=[C:4]2[N:8]([CH2:21][CH2:22][N:23]([CH2:24][C:25]3[CH:30]=[CH:29][CH:28]=[CH:27][CH:26]=3)[C:31](=[O:34])[CH:32]=[CH2:33])[N:9]=[C:10]([C:11]3[CH:12]=[C:13]([OH:20])[C:14]([F:19])=[C:15]([C:16]#[N:17])[CH:18]=3)[C:3]=12. (2) The product is: [N:31]1([CH2:30][C:21]2[C:22]([C:26]([F:27])([F:29])[F:28])=[CH:23][CH:24]=[C:25]3[C:20]=2[CH2:19][CH2:18][C@H:17]3[O:16][C:14]2[CH:13]=[CH:12][C:11]3[C@H:7]([CH2:6][C:5]([OH:37])=[O:4])[CH2:8][O:9][C:10]=3[CH:15]=2)[CH2:36][CH2:35][O:34][CH2:33][CH2:32]1. Given the reactants [OH-].[Na+].C[O:4][C:5](=[O:37])[CH2:6][C@H:7]1[C:11]2[CH:12]=[CH:13][C:14]([O:16][C@H:17]3[C:25]4[C:20](=[C:21]([CH2:30][N:31]5[CH2:36][CH2:35][O:34][CH2:33][CH2:32]5)[C:22]([C:26]([F:29])([F:28])[F:27])=[CH:23][CH:24]=4)[CH2:19][CH2:18]3)=[CH:15][C:10]=2[O:9][CH2:8]1, predict the reaction product. (3) Given the reactants Br[Zn]C[Zn]C[Zn]Br.C1OCCC1.B(F)(F)F.CCO[CH2:20][CH3:21].[F:22][C:23]1[CH:30]=[C:29]([N+:31]([O-:33])=[O:32])[CH:28]=[CH:27][C:24]=1C=O.Cl, predict the reaction product. The product is: [F:22][C:23]1[CH:30]=[C:29]([N+:31]([O-:33])=[O:32])[CH:28]=[CH:27][C:24]=1[CH:20]=[CH2:21]. (4) Given the reactants [Li+].CC([N-][CH:6]([CH3:8])[CH3:7])C.[C:9](#[N:14])[CH2:10][CH2:11][CH2:12][CH3:13].Cl/[CH:16]=C\CCCl, predict the reaction product. The product is: [C:9]([C:10]1([CH2:8][CH2:6][CH3:7])[CH2:16][CH:13]=[CH:12][CH2:11]1)#[N:14]. (5) Given the reactants [NH:1]1[CH2:6][CH2:5][CH:4]([CH2:7][C:8]2[CH:13]=[CH:12][CH:11]=[CH:10][N:9]=2)[CH2:3][CH2:2]1.Br[CH2:15][C:16]#[N:17], predict the reaction product. The product is: [N:9]1[CH:10]=[CH:11][CH:12]=[CH:13][C:8]=1[CH2:7][CH:4]1[CH2:5][CH2:6][N:1]([CH2:15][C:16]#[N:17])[CH2:2][CH2:3]1. (6) The product is: [Cl:19][C:16]1[CH:17]=[CH:18][C:13]([CH2:12][CH:2]([C:3]([C:5]2[CH:10]=[CH:9][CH:8]=[C:7]([Cl:11])[CH:6]=2)=[O:4])[CH:22]([C:20]#[N:21])[C:23]([O:25][CH2:26][CH3:27])=[O:24])=[CH:14][CH:15]=1. Given the reactants Br[CH:2]([CH2:12][C:13]1[CH:18]=[CH:17][C:16]([Cl:19])=[CH:15][CH:14]=1)[C:3]([C:5]1[CH:10]=[CH:9][CH:8]=[C:7]([Cl:11])[CH:6]=1)=[O:4].[C:20]([CH2:22][C:23]([O:25][CH2:26][CH3:27])=[O:24])#[N:21].C([O-])([O-])=O.[K+].[K+], predict the reaction product. (7) Given the reactants [H-].[Na+].Cl[C:4]1[CH:9]=[CH:8][C:7]([C:10]([CH2:12][C:13]2[CH:18]=[CH:17][C:16](Cl)=[C:15](Cl)[CH:14]=2)=[O:11])=[CH:6][CH:5]=1.C(Cl)C1C=CC=CC=1.[CH3:29][OH:30], predict the reaction product. The product is: [CH3:29][O:30][C:4]1[CH:9]=[CH:8][C:7]([C:10]([CH2:12][C:13]2[CH:18]=[CH:17][CH:16]=[CH:15][CH:14]=2)=[O:11])=[CH:6][CH:5]=1.